This data is from Full USPTO retrosynthesis dataset with 1.9M reactions from patents (1976-2016). The task is: Predict the reactants needed to synthesize the given product. (1) The reactants are: C[O:2][C:3]([C:5]1[CH:10]=[CH:9][C:8]([NH:11]/[C:12](=[C:19]2\[C:20](=[O:31])[NH:21][C:22]3[C:27]\2=[CH:26][C:25]([N+:28]([O-:30])=[O:29])=[CH:24][CH:23]=3)/[C:13]2[CH:18]=[CH:17][CH:16]=[CH:15][CH:14]=2)=[CH:7][CH:6]=1)=[O:4].[OH-].[Na+]. Given the product [C:3]([C:5]1[CH:10]=[CH:9][C:8]([NH:11]/[C:12](=[C:19]2\[C:20](=[O:31])[NH:21][C:22]3[C:27]\2=[CH:26][C:25]([N+:28]([O-:30])=[O:29])=[CH:24][CH:23]=3)/[C:13]2[CH:14]=[CH:15][CH:16]=[CH:17][CH:18]=2)=[CH:7][CH:6]=1)([OH:4])=[O:2], predict the reactants needed to synthesize it. (2) The reactants are: C(OC([N:11]1[CH2:15][C@@H:14]([OH:16])[C@H:13]([NH:17][C:18]([O:20][C:21]([CH3:24])([CH3:23])[CH3:22])=[O:19])[CH2:12]1)=O)C1C=CC=CC=1.[H][H]. Given the product [OH:16][C@@H:14]1[CH2:15][NH:11][CH2:12][C@H:13]1[NH:17][C:18](=[O:19])[O:20][C:21]([CH3:23])([CH3:22])[CH3:24], predict the reactants needed to synthesize it. (3) Given the product [Cl:1][C:2]1[CH:3]=[N:4][C:5]2[N:6]([N:8]=[C:9]([C:11]([N:16]3[CH2:17][CH2:18][C:19]4[O:23][C:22]([CH3:24])=[CH:21][C:20]=4[N:15]3[CH3:14])=[O:13])[CH:10]=2)[CH:7]=1, predict the reactants needed to synthesize it. The reactants are: [Cl:1][C:2]1[CH:3]=[N:4][C:5]2[N:6]([N:8]=[C:9]([C:11]([OH:13])=O)[CH:10]=2)[CH:7]=1.[CH3:14][N:15]1[C:20]2[CH:21]=[C:22]([CH3:24])[O:23][C:19]=2[CH2:18][CH2:17][NH:16]1. (4) The reactants are: C([O:3][C:4](=[O:37])[C:5]([CH2:29][O:30]C(=O)C(C)(C)C)([CH3:28])[CH2:6][NH:7][C:8]1[N:13]=[C:12]([NH:14][C:15]2[N:20]=[CH:19][C:18]3[N:21]=[C:22]([CH3:27])[N:23]([CH:24]([CH3:26])[CH3:25])[C:17]=3[CH:16]=2)[CH:11]=[CH:10][N:9]=1)C. Given the product [OH:30][CH2:29][C:5]([CH3:28])([CH2:6][NH:7][C:8]1[N:13]=[C:12]([NH:14][C:15]2[N:20]=[CH:19][C:18]3[N:21]=[C:22]([CH3:27])[N:23]([CH:24]([CH3:25])[CH3:26])[C:17]=3[CH:16]=2)[CH:11]=[CH:10][N:9]=1)[C:4]([OH:37])=[O:3], predict the reactants needed to synthesize it.